This data is from Forward reaction prediction with 1.9M reactions from USPTO patents (1976-2016). The task is: Predict the product of the given reaction. (1) Given the reactants [CH3:1][O:2][C:3]1[CH:4]=[C:5](/[C:11](=[CH:14]/[C:15]2[CH:20]=[CH:19][C:18]([OH:21])=[CH:17][CH:16]=2)/[C:12]#[N:13])[CH:6]=[CH:7][C:8]=1[O:9][CH3:10].Cl[CH2:23][C:24]([O:26][CH2:27][CH3:28])=[O:25].C(=O)([O-])[O-].[K+].[K+], predict the reaction product. The product is: [C:12](/[C:11](/[C:5]1[CH:6]=[CH:7][C:8]([O:9][CH3:10])=[C:3]([O:2][CH3:1])[CH:4]=1)=[CH:14]\[C:15]1[CH:16]=[CH:17][C:18]([O:21][CH2:23][C:24]([O:26][CH2:27][CH3:28])=[O:25])=[CH:19][CH:20]=1)#[N:13]. (2) Given the reactants [Br:1][C:2]1[CH:3]=[CH:4][CH:5]=[C:6]2[C:10]=1[NH:9][C:8]([C:11]([O:13][CH2:14][CH3:15])=[O:12])=[C:7]2[CH2:16][CH2:17][CH2:18][OH:19].CS(C)=O.C(N(CC)CC)C.S(O)(O)(=O)=O.N1C=CC=CC=1, predict the reaction product. The product is: [Br:1][C:2]1[CH:3]=[CH:4][CH:5]=[C:6]2[C:10]=1[NH:9][C:8]([C:11]([O:13][CH2:14][CH3:15])=[O:12])=[C:7]2[CH2:16][CH2:17][CH:18]=[O:19]. (3) The product is: [F:18][C:19]1[CH:20]=[CH:21][C:22]([C:25]2[O:29][N:28]=[C:27]([C:30]([N:10]3[CH2:9][C@H:8]([C:11]4[CH:16]=[CH:15][CH:14]=[CH:13][CH:12]=4)[NH:7][C:6](=[O:17])[C@H:5]3[CH2:4][CH2:3][S:2][CH3:1])=[O:31])[CH:26]=2)=[CH:23][CH:24]=1. Given the reactants [CH3:1][S:2][CH2:3][CH2:4][C@@H:5]1[NH:10][CH2:9][C@H:8]([C:11]2[CH:16]=[CH:15][CH:14]=[CH:13][CH:12]=2)[NH:7][C:6]1=[O:17].[F:18][C:19]1[CH:24]=[CH:23][C:22]([C:25]2[O:29][N:28]=[C:27]([C:30](O)=[O:31])[CH:26]=2)=[CH:21][CH:20]=1.C([C@@H]1N(C(=O)/C=C/C2C=CC=CC=2)C[C@H](CC(C)C)NC1=O)C(C)C, predict the reaction product. (4) Given the reactants F[C:2]1[CH:7]=[CH:6][C:5]([NH:8][C:9]([NH:11][C:12]2[CH:17]=[CH:16][C:15]([O:18][CH:19]([CH3:21])[CH3:20])=[CH:14][CH:13]=2)=[O:10])=[CH:4][C:3]=1[N+:22]([O-])=O.[CH2:25]1[N:30]([CH2:31][CH2:32][NH2:33])[CH2:29][CH2:28][O:27][CH2:26]1.[C:34](OCC)(=O)[CH3:35], predict the reaction product. The product is: [CH:19]([O:18][C:15]1[CH:16]=[CH:17][C:12]([NH:11][C:9]([NH:8][C:5]2[CH:6]=[CH:7][C:2]3[N:33]([CH2:32][CH2:31][N:30]4[CH2:29][CH2:28][O:27][CH2:26][CH2:25]4)[C:34]([CH3:35])=[N:22][C:3]=3[CH:4]=2)=[O:10])=[CH:13][CH:14]=1)([CH3:21])[CH3:20].